This data is from Forward reaction prediction with 1.9M reactions from USPTO patents (1976-2016). The task is: Predict the product of the given reaction. Given the reactants C[O:2][C:3]1(OC)[CH2:16][CH2:15][C@:14]2([O:17][CH3:18])[C@:5]34[CH2:21][CH2:20][N:19]([CH2:22][CH:23]5[CH2:25][CH2:24]5)[C@@H:13]2[CH2:12][C:11]2[CH:10]=[CH:9][C:8]([O:26][CH2:27][C:28]5[CH:33]=[CH:32][CH:31]=[CH:30][CH:29]=5)=[C:7]([O:34][C@@H:4]13)[C:6]4=2.Cl.C([O-])([O-])=O.[Na+].[Na+], predict the reaction product. The product is: [CH:23]1([CH2:22][N:19]2[CH2:20][CH2:21][C@:5]34[C:6]5[C:7]6[O:34][C@H:4]3[C:3](=[O:2])[CH2:16][CH2:15][C@@:14]4([O:17][CH3:18])[C@H:13]2[CH2:12][C:11]=5[CH:10]=[CH:9][C:8]=6[O:26][CH2:27][C:28]2[CH:29]=[CH:30][CH:31]=[CH:32][CH:33]=2)[CH2:25][CH2:24]1.